This data is from Full USPTO retrosynthesis dataset with 1.9M reactions from patents (1976-2016). The task is: Predict the reactants needed to synthesize the given product. (1) Given the product [CH3:23][N:24]([CH2:26][C:27]1[CH:28]=[CH:29][C:1]([NH:4][C:5]([NH:7][C:8]2[CH:9]=[CH:10][C:11]([B:14]3[O:15][C:16]([CH3:22])([CH3:21])[C:17]([CH3:19])([CH3:20])[O:18]3)=[CH:12][CH:13]=2)=[O:6])=[CH:3][CH:2]=1)[CH3:25], predict the reactants needed to synthesize it. The reactants are: [CH:1]1([NH:4][C:5]([NH:7][C:8]2[CH:13]=[CH:12][C:11]([B:14]3[O:18][C:17]([CH3:20])([CH3:19])[C:16]([CH3:22])([CH3:21])[O:15]3)=[CH:10][CH:9]=2)=[O:6])[CH2:3][CH2:2]1.[CH3:23][N:24]([CH2:26][C:27]1C=CC(N)=[CH:29][CH:28]=1)[CH3:25]. (2) Given the product [NH2:8][C:6]1[CH:7]=[C:2]([Cl:1])[C:3]([S:14][C:15]2[S:16][C:17]3[CH:23]=[CH:22][C:21]([C:24]([F:26])([F:25])[F:27])=[CH:20][C:18]=3[N:19]=2)=[C:4]([C:11](=[O:13])[CH3:12])[CH:5]=1, predict the reactants needed to synthesize it. The reactants are: [Cl:1][C:2]1[C:3]([S:14][C:15]2[S:16][C:17]3[CH:23]=[CH:22][C:21]([C:24]([F:27])([F:26])[F:25])=[CH:20][C:18]=3[N:19]=2)=[C:4]([C:11](=[O:13])[CH3:12])[CH:5]=[C:6]([N+:8]([O-])=O)[CH:7]=1.O.O.[Sn](Cl)(Cl)(Cl)Cl.